From a dataset of Experimentally validated miRNA-target interactions with 360,000+ pairs, plus equal number of negative samples. Binary Classification. Given a miRNA mature sequence and a target amino acid sequence, predict their likelihood of interaction. (1) The miRNA is hsa-miR-6727-3p with sequence UCCUGCCACCUCCUCCGCAG. The protein sequence of the target gene is MTDPSLGLTVPMAPPLAPLPPRDPNGAGSEWRKPGAVSFADVAVYFSREEWGCLRPAQRALYRDVMRETYGHLGALGESPTCLPGPCASTGPAAPLGAACGVGGPGAGQAASSQRGVCVLLPQESEAASRRSSPGWRRRPNCGIRLPRIRRWRSVRQKRTQQIPETRKRKDKGKGREPWRSPTLWPPGLLG. Result: 1 (interaction). (2) The miRNA is hsa-miR-7161-5p with sequence UAAAGACUGUAGAGGCAACUGGU. The protein sequence of the target gene is MEERCESTESPQGQGRKNTKCGWLRKQGGFVKTWHTRWFVLKGDQLYYFKDEDETKPLGTIFLHGNKVIEHPCNEENPGKFLFDVVPGGERDRMTANHESYLLMASTQNDMEDWVKSIRRVIWGPFGGGIFGQKLEDTVRYEKRYGNRLAPMLVEQCVDFIRQRGLKEEGLFRLPGQANLVKELQDAFDCGEKPSFDSNTDVHTVASLLKLYLRELPEPVVPYAKYEDFLSCATLLSKEEEAGVKELMKQVKSLPVVNYNLLKYICRFLDEVQSYSGVNKMSAQNLATVFGPNILRPKVE.... Result: 0 (no interaction). (3) The miRNA is hsa-miR-500b-3p with sequence GCACCCAGGCAAGGAUUCUG. The protein sequence of the target gene is MDALLGTGPRRARGCLGAAGPTSSGRAARTPAAPWARFSAWLECVCVVTFDLELGQALELVYPNDFRLTDKEKSSICYLSFPDSHSGCLGDTQFSFRMRQCGGQRSPWHADDRHYNSRAPVALQREPAHYFGYVYFRQVKDSSVKRGYFQKSLVLVSRLPFVRLFQALLSLIAPEYFDKLAPCLEAVCSEIDQWPAPAPGQTLNLPVMGVVVQVRIPSRVDKSESSPPKQFDQENLLPAPVVLASVHELDLFRCFRPVLTHMQTLWELMLLGEPLLVLAPSPDVSSEMVLALTSCLQPLR.... Result: 0 (no interaction). (4) The miRNA is hsa-miR-199a-3p with sequence ACAGUAGUCUGCACAUUGGUUA. The protein sequence of the target gene is MASNSLFSTVTPCQQNFFWDPSTSRRFSPPSSSLQPGKMSDVSPVVAAQQQQQQQQQQQQQQQQQQQQQQQEAAAAAAAAAAAAAAAAAVPRLRPPHDNRTMVEIIADHPAELVRTDSPNFLCSVLPSHWRCNKTLPVAFKVVALGEVPDGTVVTVMAGNDENYSAELRNASAVMKNQVARFNDLRFVGRSGRGKSFTLTITVFTNPPQVATYHRAIKVTVDGPREPRRHRQKLDDSKPSLFSDRLSDLGRIPHPSMRVGVPPQNPRPSLNSAPSPFNPQGQSQITDPRQAQSSPPWSYD.... Result: 0 (no interaction). (5) The miRNA is hsa-miR-6754-3p with sequence UCUUCACCUGCCUCUGCCUGCA. The protein sequence of the target gene is MSTFGYRRGLSKYESIDEDELLASLSAEELKELERELEDIEPDRNLPVGLRQKSLTEKTPTGTFSREALMAYWEKESQKLLEKERLGECGKVAEDKEESEEELIFTESNSEVSEEVYTEEEEEESQEEEEEEDSDEEERTIETAKGINGTVNYDSVNSDNSKPKIFKSQIENINLTNGSNGRNTESPAAIHPCGNPTVIEDALDKIKSNDPDTTEVNLNNIENITTQTLTRFAEALKDNTVVKTFSLANTHADDSAAMAIAEMLKVNEHITNVNVESNFITGKGILAIMRALQHNTVLTE.... Result: 0 (no interaction). (6) The miRNA is mmu-miR-7018-5p with sequence GUGAGCAGACAGGGAGUGGUGGGG. The protein sequence of the target gene is MAGPGVPGAPAARWKRHIVRQLRLRDRTQKALFLELVPAYNHLLEKAELLDKFSKKLQPEPNSVTPTTHQGPWEESELDSDQVPSLVALRVKWQEEEEGLRLVCGEMAYQVVEKGAALGTLESELQQRQSRLAALEARVAQLREARAQQAQQVEEWRAQNAVQRAAYEALRAHVGLREAALRRLQEEARDLLERLVQRKARAAAERNLRNERRERAKQARVSQELKKAAKRTVSISEGPDTLGDGMRERRETLALAPEPEPLEKEACEKWKRPFRSASATSLTLSHCVDVVKGLLDFKKR.... Result: 0 (no interaction). (7) The miRNA is mmu-miR-883a-3p with sequence UAACUGCAACAGCUCUCAGUAU. The protein sequence of the target gene is MQIPQAPWPVVWAVLQLGWRPGWFLDSPDRPWNPPTFSPALLVVTEGDNATFTCSFSNTSESFVLNWYRMSPSNQTDKLAAFPEDRSQPGQDCRFRVTQLPNGRDFHMSVVRARRNDSGTYLCGAISLAPKAQIKESLRAELRVTERRAEVPTAHPSPSPRPAGQFQTLVVGVVGGLLGSLVLLVWVLAVICSRAARGTIGARRTGQPLKEDPSAVPVFSVDYGELDFQWREKTPEPPVPCVPEQTEYATIVFPSGMGTSSPARRGSADGPRSAQPLRPEDGHCSWPL. Result: 0 (no interaction). (8) The miRNA is mmu-miR-185-5p with sequence UGGAGAGAAAGGCAGUUCCUGA. The protein sequence of the target gene is MSSYFVNPLYSKYKAAAAAAAAAGEAINPTYYDCHFAPEVGGRHAAAAAALQLYGNSAAGFPHAPPQAHAHPHPSPPPSGTGCGGREGRGQEYFHPGGGSPAAAYQAAPPPPPHPPPPPPPPPCGGIACHGEPAKFYGYDNLQRQPIFTTQQEAELVQYPDCKSSSGNIGEDPDHLNQSSSPSQMFPWMRPQAAPGRRRGRQTYSRFQTLELEKEFLFNPYLTRKRRIEVSHALALTERQVKIWFQNRRMKWKKENNKDKFPVSRQEVKDGETKKEAQELEEDRAEGLTN. Result: 0 (no interaction). (9) The miRNA is hsa-miR-6778-5p with sequence AGUGGGAGGACAGGAGGCAGGU. The protein sequence of the target gene is MHQIYSCSDENIEVFTTVIPSKVSSSSRRRVKSSHHLLAKNVVIESDLYPPPRPLELLPQRCERRDTGDRRWLQTGRLQTARPPGAHPTKTPSRPVGISEPKTSNLCGNRAYGKSLIPPVARISVKAPAGAEVAAKGSEHGAVLGRGSRHLKKIAEEYPALPQGAEASLPLTGSTSCGVPGILRKMWTRHKKKSEYVGATNSAFEAD. Result: 0 (no interaction).